This data is from Full USPTO retrosynthesis dataset with 1.9M reactions from patents (1976-2016). The task is: Predict the reactants needed to synthesize the given product. (1) Given the product [F:22][C:23]1[CH:24]=[CH:25][C:26]([N:29]2[C:37]3[CH2:36][CH2:35][CH2:34][N:33]([C:12](=[O:14])[CH:11]([N:3]4[CH:4]=[C:5]([C:7]([F:8])([F:9])[F:10])[N:6]=[C:2]4[CH3:1])[CH3:15])[C:32]=3[CH:31]=[N:30]2)=[CH:27][CH:28]=1, predict the reactants needed to synthesize it. The reactants are: [CH3:1][C:2]1[N:3]([CH:11]([CH3:15])[C:12]([OH:14])=O)[CH:4]=[C:5]([C:7]([F:10])([F:9])[F:8])[N:6]=1.C(Cl)(=O)C(Cl)=O.[F:22][C:23]1[CH:28]=[CH:27][C:26]([N:29]2[C:37]3[CH2:36][CH2:35][CH2:34][NH:33][C:32]=3[CH:31]=[N:30]2)=[CH:25][CH:24]=1.N1C=CC=CC=1. (2) Given the product [F:1][C:2]1[CH:3]=[CH:4][C:5]([NH:8][C:9]([NH2:11])=[S:10])=[CH:6][CH:7]=1, predict the reactants needed to synthesize it. The reactants are: [F:1][C:2]1[CH:7]=[CH:6][C:5]([NH:8][C:9]([NH:11]C(=O)C2C=CC=CC=2)=[S:10])=[CH:4][CH:3]=1.Cl. (3) Given the product [CH2:21]([O:23][C:24]([C:26]1[N:27]([CH3:33])[N:28]=[C:29]([CH2:31][O:20][C:5]2[CH:4]=[C:3]([C:1]#[N:2])[CH:19]=[CH:18][C:6]=2[CH2:7][NH:8][C:9](=[O:17])[C:10]2[CH:15]=[CH:14][CH:13]=[C:12]([CH3:16])[CH:11]=2)[CH:30]=1)=[O:25])[CH3:22], predict the reactants needed to synthesize it. The reactants are: [C:1]([C:3]1[CH:19]=[CH:18][C:6]([CH2:7][NH:8][C:9](=[O:17])[C:10]2[CH:15]=[CH:14][CH:13]=[C:12]([CH3:16])[CH:11]=2)=[C:5]([OH:20])[CH:4]=1)#[N:2].[CH2:21]([O:23][C:24]([C:26]1[N:27]([CH3:33])[N:28]=[C:29]([CH2:31]Br)[CH:30]=1)=[O:25])[CH3:22].C(=O)([O-])[O-].[K+].[K+]. (4) The reactants are: [Br:1][C:2]1[CH:3]=[C:4]([C:11](=O)[CH3:12])[CH:5]=[C:6]([N+:8]([O-:10])=[O:9])[CH:7]=1.[C:14]([S@:18]([NH2:20])=[O:19])([CH3:17])([CH3:16])[CH3:15]. Given the product [Br:1][C:2]1[CH:3]=[C:4](/[C:11](=[N:20]/[S:18]([C:14]([CH3:17])([CH3:16])[CH3:15])=[O:19])/[CH3:12])[CH:5]=[C:6]([N+:8]([O-:10])=[O:9])[CH:7]=1, predict the reactants needed to synthesize it.